From a dataset of Forward reaction prediction with 1.9M reactions from USPTO patents (1976-2016). Predict the product of the given reaction. (1) Given the reactants F[C:2]1[CH:7]=[CH:6][CH:5]=[CH:4][C:3]=1[C@H:8]([NH:12][P:13]([C:21]1[CH:26]=[CH:25][CH:24]=[CH:23][CH:22]=1)([C:15]1[CH:20]=[CH:19][CH:18]=[CH:17][CH:16]=1)=[O:14])[CH2:9][CH:10]=[CH2:11].[CH2:27](B1OC(C)(C)C(C)(C)O1)C=C, predict the reaction product. The product is: [CH3:27][C:10](=[CH2:11])[CH2:9][C@@H:8]([NH:12][P:13]([C:15]1[CH:16]=[CH:17][CH:18]=[CH:19][CH:20]=1)([C:21]1[CH:26]=[CH:25][CH:24]=[CH:23][CH:22]=1)=[O:14])[C:3]1[CH:4]=[CH:5][CH:6]=[CH:7][CH:2]=1. (2) Given the reactants [CH2:1]([C:4]1[CH:11]=[CH:10][C:7]([C:8]#[N:9])=[C:6]([O:12][CH:13]2[CH2:15][CH2:14]2)[CH:5]=1)[CH:2]=C.N1C=CC=CC=1.[O:22]=[O+][O-], predict the reaction product. The product is: [CH:13]1([O:12][C:6]2[CH:5]=[C:4]([CH2:1][CH:2]=[O:22])[CH:11]=[CH:10][C:7]=2[C:8]#[N:9])[CH2:15][CH2:14]1. (3) Given the reactants CC(C[AlH]CC(C)C)C.[CH2:10]([O:12][C:13]1[N:23]=[CH:22][C:21]([S:24]([N:27]2[CH2:32][CH2:31][N:30]([CH2:33][CH3:34])[CH2:29][CH2:28]2)(=[O:26])=[O:25])=[CH:20][C:14]=1[C:15](OCC)=[O:16])[CH3:11].O.C(OCC)(=O)C, predict the reaction product. The product is: [CH2:10]([O:12][C:13]1[N:23]=[CH:22][C:21]([S:24]([N:27]2[CH2:28][CH2:29][N:30]([CH2:33][CH3:34])[CH2:31][CH2:32]2)(=[O:26])=[O:25])=[CH:20][C:14]=1[CH:15]=[O:16])[CH3:11]. (4) Given the reactants F[C:2]1[CH:9]=[C:8]([F:10])[CH:7]=[CH:6][C:3]=1[C:4]#[N:5].Cl.[NH2:12][CH2:13][C:14]([O:16][CH2:17][CH3:18])=[O:15].C(=O)([O-])[O-].[K+].[K+].CC(C)([O-])C.[K+], predict the reaction product. The product is: [NH2:5][C:4]1[C:3]2[C:2](=[CH:9][C:8]([F:10])=[CH:7][CH:6]=2)[NH:12][C:13]=1[C:14]([O:16][CH2:17][CH3:18])=[O:15].